Dataset: Human intestinal absorption (HIA) binary classification data from Hou et al.. Task: Regression/Classification. Given a drug SMILES string, predict its absorption, distribution, metabolism, or excretion properties. Task type varies by dataset: regression for continuous measurements (e.g., permeability, clearance, half-life) or binary classification for categorical outcomes (e.g., BBB penetration, CYP inhibition). Dataset: hia_hou. (1) The molecule is CN(C)CCCOc1nn(Cc2ccccc2)c2ccccc12. The result is 1 (good absorption). (2) The compound is O=[N+]([O-])O[C@H]1CO[C@@H]2[C@H](O)CO[C@@H]12. The result is 1 (good absorption). (3) The drug is COc1ccc(CCN(C)CCCN2CCc3cc(OC)c(OC)cc3CC2=O)cc1OC. The result is 1 (good absorption).